From a dataset of Catalyst prediction with 721,799 reactions and 888 catalyst types from USPTO. Predict which catalyst facilitates the given reaction. (1) Reactant: [NH2:1][C:2]1[CH:7]=[CH:6][N:5]=[C:4]([Br:8])[CH:3]=1.Cl[C:10](OC1C=CC=CC=1)=[O:11].[CH3:19][C@H:20]1[CH2:25][NH:24][C@H:23]([CH3:26])[CH2:22][N:21]1[C:27]1[CH:34]=[CH:33][C:30]([C:31]#[N:32])=[C:29]([C:35]([F:38])([F:37])[F:36])[CH:28]=1. Product: [Br:8][C:4]1[CH:3]=[C:2]([NH:1][C:10]([N:24]2[CH2:25][C@H:20]([CH3:19])[N:21]([C:27]3[CH:34]=[CH:33][C:30]([C:31]#[N:32])=[C:29]([C:35]([F:38])([F:37])[F:36])[CH:28]=3)[CH2:22][C@H:23]2[CH3:26])=[O:11])[CH:7]=[CH:6][N:5]=1. The catalyst class is: 17. (2) Reactant: [OH:1][C:2]1[C:10]([CH2:11][CH:12]=[C:13]([CH3:21])[CH2:14][O:15][CH2:16][P:17](=[O:20])([OH:19])[OH:18])=[C:9]([O:22][CH3:23])[C:8]([CH3:24])=[C:7]2[C:3]=1[C:4](=[O:25])[O:5][CH2:6]2.[C:26]1([OH:32])[CH:31]=[CH:30][CH:29]=[CH:28][CH:27]=1.[CH:33]1(N=C=N[CH:33]2[CH2:38][CH2:37][CH2:36][CH2:35][CH2:34]2)[CH2:38][CH2:37][CH2:36][CH2:35][CH2:34]1. Product: [C:26]1([O:20][P:17]([CH2:16][O:15][CH2:14][C:13]([CH3:21])=[CH:12][CH2:11][C:10]2[C:2]([OH:1])=[C:3]3[C:7](=[C:8]([CH3:24])[C:9]=2[O:22][CH3:23])[CH2:6][O:5][C:4]3=[O:25])(=[O:19])[OH:18])[CH:31]=[CH:30][CH:29]=[CH:28][CH:27]=1.[C:26]1([O:32][P:17]([CH2:16][O:15][CH2:14][C:13]([CH3:21])=[CH:12][CH2:11][C:10]2[C:2]([OH:1])=[C:3]3[C:7](=[C:8]([CH3:24])[C:9]=2[O:22][CH3:23])[CH2:6][O:5][C:4]3=[O:25])(=[O:20])[O:18][C:33]2[CH:38]=[CH:37][CH:36]=[CH:35][CH:34]=2)[CH:31]=[CH:30][CH:29]=[CH:28][CH:27]=1. The catalyst class is: 239. (3) Reactant: [OH:1][CH2:2][C:3]([NH:6][C:7](=[O:9])[CH3:8])([CH3:5])[CH3:4].N[C:11]1(CO)CCC[CH2:12]1.CC#N.O.CC#N. The catalyst class is: 6. Product: [OH:1][CH2:2][C:3]1([NH:6][C:7](=[O:9])[CH3:8])[CH2:5][CH2:12][CH2:11][CH2:4]1. (4) Reactant: [Cl:1][C:2]1[CH:11]=[C:10]([C:12]([F:15])([F:14])[F:13])[C:9]2[C:4](=[CH:5][CH:6]=[C:7]3[NH:18][C:17]([CH3:19])=[C:16]([CH3:20])[C:8]3=2)[N:3]=1.[OH-].[K+].Br[CH2:24][CH2:25][CH2:26][CH2:27][CH2:28][CH2:29][O:30][CH:31]1[CH2:36][CH2:35][CH2:34][CH2:33][O:32]1.C(OCC)(=O)C. Product: [Cl:1][C:2]1[CH:11]=[C:10]([C:12]([F:14])([F:15])[F:13])[C:9]2[C:4](=[CH:5][CH:6]=[C:7]3[N:18]([CH2:24][CH2:25][CH2:26][CH2:27][CH2:28][CH2:29][O:30][CH:31]4[CH2:36][CH2:35][CH2:34][CH2:33][O:32]4)[C:17]([CH3:19])=[C:16]([CH3:20])[C:8]3=2)[N:3]=1. The catalyst class is: 6. (5) Reactant: S([O:8][S:9]([C:12]([F:15])([F:14])[F:13])(=[O:11])=[O:10])(C(F)(F)F)(=O)=O.[F:16][C:17]1[CH:22]=[CH:21][C:20]([C:23]2[O:32][C:26]3=[CH:27][N:28]=[C:29](O)[CH:30]=[C:25]3[C:24]=2[C:33]([NH:35][CH3:36])=[O:34])=[CH:19][CH:18]=1. Product: [F:15][C:12]([F:13])([F:14])[S:9]([O:8][C:29]1[CH:30]=[C:25]2[C:24]([C:33](=[O:34])[NH:35][CH3:36])=[C:23]([C:20]3[CH:21]=[CH:22][C:17]([F:16])=[CH:18][CH:19]=3)[O:32][C:26]2=[CH:27][N:28]=1)(=[O:10])=[O:11]. The catalyst class is: 17. (6) Reactant: F[P-](F)(F)(F)(F)F.N1(OC(N(C)C)=[N+](C)C)C2N=CC=CC=2N=N1.C(OC([NH:32][C:33]1([C:48]([OH:50])=O)[CH2:38][CH2:37][N:36]([C:39]2[C:40]3[CH:47]=[CH:46][NH:45][C:41]=3[N:42]=[CH:43][N:44]=2)[CH2:35][CH2:34]1)=O)(C)(C)C.[Cl:51][C:52]1[CH:57]=[CH:56][C:55]([C@H:58]([NH2:60])[CH3:59])=[CH:54][CH:53]=1.CCN(C(C)C)C(C)C. Product: [NH2:32][C:33]1([C:48]([NH:60][C@@H:58]([C:55]2[CH:56]=[CH:57][C:52]([Cl:51])=[CH:53][CH:54]=2)[CH3:59])=[O:50])[CH2:34][CH2:35][N:36]([C:39]2[C:40]3[CH:47]=[CH:46][NH:45][C:41]=3[N:42]=[CH:43][N:44]=2)[CH2:37][CH2:38]1. The catalyst class is: 44. (7) The catalyst class is: 1. Product: [OH:49][CH:42]([C:43]1[CH:48]=[CH:47][CH:46]=[CH:45][CH:44]=1)[C:9]1[C:10]2[C:15](=[O:16])[N:14]([CH2:17][CH2:18][CH2:19][O:20][CH:21]3[CH2:26][CH2:25][CH2:24][CH2:23][O:22]3)[C:13](=[O:27])[N:12]([CH3:28])[C:11]=2[N:29]=[CH:30][C:8]=1[O:7][C:6]1[CH:31]=[CH:32][CH:33]=[C:4]([CH:1]([CH3:3])[CH3:2])[CH:5]=1. Reactant: [CH:1]([C:4]1[CH:5]=[C:6]([CH:31]=[CH:32][CH:33]=1)[O:7][C:8]1[CH:30]=[N:29][C:11]2[N:12]([CH3:28])[C:13](=[O:27])[N:14]([CH2:17][CH2:18][CH2:19][O:20][CH:21]3[CH2:26][CH2:25][CH2:24][CH2:23][O:22]3)[C:15](=[O:16])[C:10]=2[CH:9]=1)([CH3:3])[CH3:2].[Li+].CC([N-]C(C)C)C.[CH:42](=[O:49])[C:43]1[CH:48]=[CH:47][CH:46]=[CH:45][CH:44]=1. (8) Reactant: [O:1]1[CH2:6][CH2:5][N:4]([C:7]2[N:12]=[C:11]([N:13]3[CH2:18][CH2:17][O:16][CH2:15][CH2:14]3)[N:10]=[C:9]([C:19]3[CH:24]=[CH:23][C:22]([NH:25][C:26](=[O:37])[NH:27][C:28]4[CH:36]=[CH:35][C:31]([C:32](O)=[O:33])=[CH:30][CH:29]=4)=[CH:21][CH:20]=3)[N:8]=2)[CH2:3][CH2:2]1.CCN(C(C)C)C(C)C.CN(C(ON1N=NC2C=CC=CC1=2)=[N+](C)C)C.F[P-](F)(F)(F)(F)F.[N:71]1([CH:77]2[CH2:82][CH2:81][NH:80][CH2:79][CH2:78]2)[CH2:76][CH2:75][CH2:74][CH2:73][CH2:72]1. Product: [N:71]1([CH:77]2[CH2:82][CH2:81][N:80]([C:32]([C:31]3[CH:30]=[CH:29][C:28]([NH:27][C:26]([NH:25][C:22]4[CH:21]=[CH:20][C:19]([C:9]5[N:10]=[C:11]([N:13]6[CH2:14][CH2:15][O:16][CH2:17][CH2:18]6)[N:12]=[C:7]([N:4]6[CH2:3][CH2:2][O:1][CH2:6][CH2:5]6)[N:8]=5)=[CH:24][CH:23]=4)=[O:37])=[CH:36][CH:35]=3)=[O:33])[CH2:79][CH2:78]2)[CH2:76][CH2:75][CH2:74][CH2:73][CH2:72]1. The catalyst class is: 37. (9) Reactant: [S:1]1[C:5]2[CH:6]=[C:7]([NH2:10])[CH:8]=[CH:9][C:4]=2[N:3]=[CH:2]1.[F:11][C:12]([F:19])([F:18])[CH:13]=[CH:14][C:15]([OH:17])=[O:16].C1(O)C=CC(O)=CC=1. Product: [S:1]1[C:5]2[CH:6]=[C:7]([NH:10][CH:13]([C:12]([F:19])([F:18])[F:11])[CH2:14][C:15]([OH:17])=[O:16])[CH:8]=[CH:9][C:4]=2[N:3]=[CH:2]1. The catalyst class is: 11. (10) Reactant: [CH3:1][O:2][C:3]1[CH:4]=[C:5]2[C:10](=[CH:11][C:12]=1[O:13][CH3:14])[N:9]=[CH:8][CH:7]=[C:6]2[O:15][C:16]1[CH:21]=[CH:20][C:19]([NH:22][C:23](=O)[CH2:24][O:25][C:26]2[C:31]([Cl:32])=[CH:30][CH:29]=[CH:28][C:27]=2[Cl:33])=[CH:18][CH:17]=1.Cl.[OH-].[Na+]. Product: [Cl:33][C:27]1[CH:28]=[CH:29][CH:30]=[C:31]([Cl:32])[C:26]=1[O:25][CH2:24][CH2:23][NH:22][C:19]1[CH:20]=[CH:21][C:16]([O:15][C:6]2[C:5]3[C:10](=[CH:11][C:12]([O:13][CH3:14])=[C:3]([O:2][CH3:1])[CH:4]=3)[N:9]=[CH:8][CH:7]=2)=[CH:17][CH:18]=1. The catalyst class is: 7.